This data is from Catalyst prediction with 721,799 reactions and 888 catalyst types from USPTO. The task is: Predict which catalyst facilitates the given reaction. (1) Reactant: [C:1](Cl)([C:18]1[CH:23]=[CH:22][CH:21]=[CH:20][CH:19]=1)([C:10]1[CH:17]=[CH:16][C:13]([O:14][CH3:15])=[CH:12][CH:11]=1)[C:2]1[CH:9]=[CH:8][C:5]([O:6][CH3:7])=[CH:4][CH:3]=1.[O:25]([C@H:33]([CH3:56])[C@H:34]([CH2:37][N:38]1[CH:46]=[N:45][C:44]2[C:39]1=[N:40][CH:41]=[N:42][C:43]=2[NH:47][C:48](=[O:55])[C:49]1[CH:54]=[CH:53][CH:52]=[CH:51][CH:50]=1)[CH2:35][OH:36])[Si:26]([C:29]([CH3:32])([CH3:31])[CH3:30])([CH3:28])[CH3:27]. Product: [O:25]([C@H:33]([CH3:56])[C@H:34]([CH2:37][N:38]1[CH:46]=[N:45][C:44]2[C:39]1=[N:40][CH:41]=[N:42][C:43]=2[NH:47][C:48](=[O:55])[C:49]1[CH:50]=[CH:51][CH:52]=[CH:53][CH:54]=1)[CH2:35][O:36][C:1]([C:2]1[CH:9]=[CH:8][C:5]([O:6][CH3:7])=[CH:4][CH:3]=1)([C:10]1[CH:17]=[CH:16][C:13]([O:14][CH3:15])=[CH:12][CH:11]=1)[C:18]1[CH:19]=[CH:20][CH:21]=[CH:22][CH:23]=1)[Si:26]([C:29]([CH3:30])([CH3:31])[CH3:32])([CH3:28])[CH3:27]. The catalyst class is: 17. (2) Reactant: [C:1]([Si:5]([CH3:31])([CH3:30])[O:6][C@H:7]1[CH2:15][CH2:14][CH2:13][C@@:12]2([CH3:16])[C@H:8]1[CH2:9][CH2:10][C@@H:11]2[C:17](=[CH2:29])[CH2:18][CH2:19][CH2:20][C:21]([CH3:28])([O:23][Si:24]([CH3:27])([CH3:26])[CH3:25])[CH3:22])([CH3:4])([CH3:3])[CH3:2].[N+](=[CH:34][C:35]([O:37][CH2:38][CH3:39])=[O:36])=[N-]. Product: [CH2:38]([O:37][C:35]([CH:34]1[CH2:29][C:17]1([C@@H:11]1[C@:12]2([CH3:16])[C@H:8]([C@@H:7]([O:6][Si:5]([C:1]([CH3:2])([CH3:4])[CH3:3])([CH3:31])[CH3:30])[CH2:15][CH2:14][CH2:13]2)[CH2:9][CH2:10]1)[CH2:18][CH2:19][CH2:20][C:21]([CH3:28])([O:23][Si:24]([CH3:27])([CH3:26])[CH3:25])[CH3:22])=[O:36])[CH3:39]. The catalyst class is: 4. (3) Reactant: [CH3:1][O:2][C:3]1[CH:4]=[C:5]([C@H:22]2[CH2:26][CH2:25][C@H:24]([C:27]3[CH:32]=[C:31]([O:33][CH3:34])[C:30]([O:35][CH3:36])=[C:29]([O:37][CH3:38])[CH:28]=3)[O:23]2)[CH:6]=[C:7]([CH2:20][NH2:21])[C:8]=1[O:9][CH2:10][CH2:11][S:12][C:13]1[CH:18]=[CH:17][C:16]([Cl:19])=[CH:15][CH:14]=1.ClC(Cl)(O[C:43](=[O:49])OC(Cl)(Cl)Cl)Cl.C(N(CC)CC)C.Cl.[CH3:59][NH:60][OH:61]. Product: [CH3:59][N:60]([OH:61])[C:43]([NH:21][CH2:20][C:7]1[CH:6]=[C:5]([C@H:22]2[O:23][C@H:24]([C:27]3[CH:28]=[C:29]([O:37][CH3:38])[C:30]([O:35][CH3:36])=[C:31]([O:33][CH3:34])[CH:32]=3)[CH2:25][CH2:26]2)[CH:4]=[C:3]([O:2][CH3:1])[C:8]=1[O:9][CH2:10][CH2:11][S:12][C:13]1[CH:14]=[CH:15][C:16]([Cl:19])=[CH:17][CH:18]=1)=[O:49]. The catalyst class is: 4. (4) Reactant: [N+:1]([C:4]1[C:5]([CH3:30])=[C:6]([CH3:29])[C:7]2[O:11][C:10]([CH2:13][N:14]3[CH2:26][CH2:25][C:24]4[C:23]5[C:18](=[CH:19][CH:20]=[CH:21][CH:22]=5)[NH:17][C:16]=4[CH2:15]3)([CH3:12])[CH2:9][C:8]=2[C:27]=1[CH3:28])([O-])=O.Cl.[OH-].[Na+]. Product: [NH2:1][C:4]1[C:5]([CH3:30])=[C:6]([CH3:29])[C:7]2[O:11][C:10]([CH2:13][N:14]3[CH2:26][CH2:25][C:24]4[C:23]5[C:18](=[CH:19][CH:20]=[CH:21][CH:22]=5)[NH:17][C:16]=4[CH2:15]3)([CH3:12])[CH2:9][C:8]=2[C:27]=1[CH3:28]. The catalyst class is: 8. (5) Reactant: [CH2:1]([O:3][C:4](=[O:13])[CH:5](Br)[C:6]1[CH:7]=[N:8][CH:9]=[CH:10][CH:11]=1)[CH3:2].[CH3:14][N:15]1[CH2:20][CH2:19][NH:18][CH2:17][CH2:16]1.CCN(CC)CC. Product: [CH2:1]([O:3][C:4](=[O:13])[CH:5]([N:18]1[CH2:19][CH2:20][N:15]([CH3:14])[CH2:16][CH2:17]1)[C:6]1[CH:7]=[N:8][CH:9]=[CH:10][CH:11]=1)[CH3:2]. The catalyst class is: 4. (6) Reactant: [C:1](Cl)(=[O:7])[CH2:2][CH2:3][CH2:4][CH2:5][CH3:6].[NH2:9][C:10]1[CH:15]=[CH:14][C:13]([NH2:16])=[CH:12][N:11]=1.C(N(CC)CC)C. Product: [NH2:9][C:10]1[N:11]=[CH:12][C:13]([NH:16][C:1](=[O:7])[CH2:2][CH2:3][CH2:4][CH2:5][CH3:6])=[CH:14][CH:15]=1. The catalyst class is: 22. (7) Reactant: Br[C:2]1[CH:3]=[C:4]2[C:10]([C:11]3[CH:15]=[CH:14][N:13]([CH2:16][CH2:17][C:18]4[CH:23]=[CH:22][CH:21]=[CH:20][CH:19]=4)[N:12]=3)=[CH:9][N:8]([S:24]([C:27]3[CH:33]=[CH:32][C:30]([CH3:31])=[CH:29][CH:28]=3)(=[O:26])=[O:25])[C:5]2=[N:6][CH:7]=1.[F:34][C:35]1[CH:40]=[C:39](B2OC(C)(C)C(C)(C)O2)[CH:38]=[CH:37][C:36]=1[C:50]1[CH2:55][CH2:54][N:53]([C:56]([O:58][C:59]([CH3:62])([CH3:61])[CH3:60])=[O:57])[CH2:52][CH:51]=1.P([O-])([O-])([O-])=O.[K+].[K+].[K+].C1(P(C2CCCCC2)C2CCCCC2)CCCCC1. Product: [F:34][C:35]1[CH:40]=[C:39]([C:2]2[CH:3]=[C:4]3[C:10]([C:11]4[CH:15]=[CH:14][N:13]([CH2:16][CH2:17][C:18]5[CH:19]=[CH:20][CH:21]=[CH:22][CH:23]=5)[N:12]=4)=[CH:9][N:8]([S:24]([C:27]4[CH:28]=[CH:29][C:30]([CH3:31])=[CH:32][CH:33]=4)(=[O:26])=[O:25])[C:5]3=[N:6][CH:7]=2)[CH:38]=[CH:37][C:36]=1[C:50]1[CH2:55][CH2:54][N:53]([C:56]([O:58][C:59]([CH3:62])([CH3:61])[CH3:60])=[O:57])[CH2:52][CH:51]=1. The catalyst class is: 333. (8) Reactant: [CH3:1][O:2][C:3]1[CH:8]=[CH:7][C:6]([NH:9][NH2:10])=[CH:5][CH:4]=1.[C:11](OC(=O)C)(=[O:13])[CH3:12]. Product: [CH3:1][O:2][C:3]1[CH:8]=[CH:7][C:6]([NH:9][NH:10][C:11](=[O:13])[CH3:12])=[CH:5][CH:4]=1. The catalyst class is: 28.